Task: Predict the reactants needed to synthesize the given product.. Dataset: Full USPTO retrosynthesis dataset with 1.9M reactions from patents (1976-2016) (1) Given the product [NH2:26][C:23]1[CH:24]=[CH:25][C:20]([S:19][C:16]2[CH:17]=[CH:18][C:13]([C:11]([NH:10][C@H:3]([C:4]3[CH:5]=[CH:6][CH:7]=[CH:8][CH:9]=3)[CH2:2][F:1])=[O:12])=[CH:14][C:15]=2[NH:34][C:35]2[C:36]3[CH:44]=[CH:43][C:42]([CH:45]([CH3:47])[CH3:46])=[N:41][C:37]=3[N:38]=[CH:39][N:40]=2)=[CH:21][CH:22]=1, predict the reactants needed to synthesize it. The reactants are: [F:1][CH2:2][C@H:3]([NH:10][C:11]([C:13]1[CH:18]=[CH:17][C:16]([S:19][C:20]2[CH:25]=[CH:24][C:23]([NH:26]C(=O)OC(C)(C)C)=[CH:22][CH:21]=2)=[C:15]([NH:34][C:35]2[C:36]3[CH:44]=[CH:43][C:42]([CH:45]([CH3:47])[CH3:46])=[N:41][C:37]=3[N:38]=[CH:39][N:40]=2)[CH:14]=1)=[O:12])[C:4]1[CH:9]=[CH:8][CH:7]=[CH:6][CH:5]=1.C(OC(=O)NC1C=CC(SC2C=CC(C(=O)N[C@H](C3C=CC=CC=3)C)=CC=2NC2C3C=CC(C(C)C)=NC=3N=CN=2)=CC=1)(C)(C)C. (2) Given the product [OH:1][C:2]1[CH:6]([C:7]2[CH:12]=[CH:11][CH:10]=[CH:9][CH:8]=2)[CH2:5][C:4](=[O:13])[C:3]=1[CH:20]([C:15]1[CH:16]=[CH:17][CH:18]=[CH:19][N:14]=1)[C:23]1[NH:22][C:30]2[C:25]([C:24]=1[CH2:31][CH2:32][NH:33][C:34](=[O:36])[CH3:35])=[CH:26][CH:27]=[CH:28][CH:29]=2, predict the reactants needed to synthesize it. The reactants are: [OH:1][C:2]1[CH:6]([C:7]2[CH:12]=[CH:11][CH:10]=[CH:9][CH:8]=2)[CH2:5][C:4](=[O:13])[CH:3]=1.[N:14]1[CH:19]=[CH:18][CH:17]=[CH:16][C:15]=1[CH:20]=O.[NH:22]1[C:30]2[C:25](=[CH:26][CH:27]=[CH:28][CH:29]=2)[C:24]([CH2:31][CH2:32][NH:33][C:34](=[O:36])[CH3:35])=[CH:23]1. (3) The reactants are: [CH2:1]([C:8]1[CH:9]=[C:10]([CH:13]=O)[NH:11][CH:12]=1)[CH2:2][CH2:3][CH2:4][CH2:5][CH2:6][CH3:7].[C:15]([CH:20]=P(C1C=CC=CC=1)(C1C=CC=CC=1)C1C=CC=CC=1)([O:17][CH2:18][CH3:19])=[O:16]. Given the product [CH2:1]([C:8]1[CH:9]=[C:10](/[CH:13]=[CH:20]/[C:15]([O:17][CH2:18][CH3:19])=[O:16])[NH:11][CH:12]=1)[CH2:2][CH2:3][CH2:4][CH2:5][CH2:6][CH3:7], predict the reactants needed to synthesize it.